This data is from Full USPTO retrosynthesis dataset with 1.9M reactions from patents (1976-2016). The task is: Predict the reactants needed to synthesize the given product. (1) Given the product [CH2:20]([O:24][CH2:25][CH2:26][O:27][C:28]1[CH:29]=[CH:30][C:31]([C:2]2[CH:3]=[C:4]3[C:9](=[C:10](/[CH:12]=[CH:13]/[C:14]([O:16][CH2:17][CH3:18])=[O:15])[CH:11]=2)[N:8]([CH3:19])[CH2:7][CH2:6][CH2:5]3)=[CH:32][CH:33]=1)[CH2:21][CH2:22][CH3:23], predict the reactants needed to synthesize it. The reactants are: Br[C:2]1[CH:3]=[C:4]2[C:9](=[C:10](/[CH:12]=[CH:13]/[C:14]([O:16][CH2:17][CH3:18])=[O:15])[CH:11]=1)[N:8]([CH3:19])[CH2:7][CH2:6][CH2:5]2.[CH2:20]([O:24][CH2:25][CH2:26][O:27][C:28]1[CH:33]=[CH:32][C:31](OB(O)O)=[CH:30][CH:29]=1)[CH2:21][CH2:22][CH3:23].C(=O)([O-])[O-].[K+].[K+]. (2) Given the product [F:8][C:4]1[CH:5]=[CH:6][CH:7]=[C:2]([F:1])[C:3]=1[C:9]1[CH:22]=[C:21]2[C:12]([N:13]3[C:18]([CH2:19][O:20]2)=[N:17][NH:16][C:15](=[O:23])[C@H:14]3[CH3:24])=[CH:11][C:10]=1[C@@H:25]1[CH2:30][CH2:29][N:28]([CH3:35])[CH2:27][C@@H:26]1[CH3:31], predict the reactants needed to synthesize it. The reactants are: [F:1][C:2]1[CH:7]=[CH:6][CH:5]=[C:4]([F:8])[C:3]=1[C:9]1[CH:22]=[C:21]2[C:12]([N:13]3[C:18]([CH2:19][O:20]2)=[N:17][NH:16][C:15](=[O:23])[C@H:14]3[CH3:24])=[CH:11][C:10]=1[C@@H:25]1[CH2:30][CH2:29][NH:28][CH2:27][C@@H:26]1[CH3:31].C=O.[BH3-][C:35]#N.[Na+].C([O-])(O)=O.[Na+]. (3) Given the product [CH2:1]([N:3]1[CH2:8][CH2:7][N:6]([C:9]2[N:10]=[C:11]([C:18]3[CH:23]=[CH:22][C:21]([O:24][CH2:29][CH2:30][OH:33])=[CH:20][CH:19]=3)[CH:12]=[C:13]3[CH:17]=[CH:16][S:15][C:14]=23)[CH2:5][CH2:4]1)[CH3:2], predict the reactants needed to synthesize it. The reactants are: [CH2:1]([N:3]1[CH2:8][CH2:7][N:6]([C:9]2[N:10]=[C:11]([C:18]3[CH:23]=[CH:22][C:21]([OH:24])=[CH:20][CH:19]=3)[CH:12]=[C:13]3[CH:17]=[CH:16][S:15][C:14]=23)[CH2:5][CH2:4]1)[CH3:2].[H-].[Na+].[H][H].[CH3:29][C:30](C)([O:33][SiH2]C(C)(C)C)CBr.[Cl-].[NH4+].